Dataset: NCI-60 drug combinations with 297,098 pairs across 59 cell lines. Task: Regression. Given two drug SMILES strings and cell line genomic features, predict the synergy score measuring deviation from expected non-interaction effect. (1) Drug 1: CC1=C2C(C(=O)C3(C(CC4C(C3C(C(C2(C)C)(CC1OC(=O)C(C(C5=CC=CC=C5)NC(=O)OC(C)(C)C)O)O)OC(=O)C6=CC=CC=C6)(CO4)OC(=O)C)OC)C)OC. Drug 2: CC1=C(C(=O)C2=C(C1=O)N3CC4C(C3(C2COC(=O)N)OC)N4)N. Cell line: PC-3. Synergy scores: CSS=40.0, Synergy_ZIP=-8.33, Synergy_Bliss=-6.33, Synergy_Loewe=-2.44, Synergy_HSA=-0.494. (2) Drug 1: CC1CCC2CC(C(=CC=CC=CC(CC(C(=O)C(C(C(=CC(C(=O)CC(OC(=O)C3CCCCN3C(=O)C(=O)C1(O2)O)C(C)CC4CCC(C(C4)OC)OCCO)C)C)O)OC)C)C)C)OC. Drug 2: CCC1(CC2CC(C3=C(CCN(C2)C1)C4=CC=CC=C4N3)(C5=C(C=C6C(=C5)C78CCN9C7C(C=CC9)(C(C(C8N6C)(C(=O)OC)O)OC(=O)C)CC)OC)C(=O)OC)O.OS(=O)(=O)O. Cell line: OVCAR3. Synergy scores: CSS=-0.997, Synergy_ZIP=15.6, Synergy_Bliss=11.5, Synergy_Loewe=7.86, Synergy_HSA=8.00. (3) Synergy scores: CSS=12.5, Synergy_ZIP=-0.410, Synergy_Bliss=-4.91, Synergy_Loewe=-44.1, Synergy_HSA=-14.4. Drug 2: C1CNP(=O)(OC1)N(CCCl)CCCl. Cell line: CAKI-1. Drug 1: C1C(C(OC1N2C=NC3=C(N=C(N=C32)Cl)N)CO)O.